From a dataset of hERG potassium channel inhibition data for cardiac toxicity prediction from Karim et al.. Regression/Classification. Given a drug SMILES string, predict its toxicity properties. Task type varies by dataset: regression for continuous values (e.g., LD50, hERG inhibition percentage) or binary classification for toxic/non-toxic outcomes (e.g., AMES mutagenicity, cardiotoxicity, hepatotoxicity). Dataset: herg_karim. (1) The molecule is Cn1c([S+](C)[O-])nc(-c2ccc(F)cc2)c1-c1ccnc(N)c1. The result is 0 (non-blocker). (2) The compound is O=C(NC1COc2cccc(-c3ccnc(CO)c3)c2C1)c1ccc(OCC(F)(F)F)nc1. The result is 0 (non-blocker). (3) The drug is N#Cc1ccc(OCCCN2CC3CN(CCNS(=O)(=O)c4ccccc4C#N)CC(C2)O3)cc1. The result is 0 (non-blocker). (4) The molecule is CC(C)[C@@H](N)CN1C2CCC1CC(OC(c1ccc(F)cc1)c1ccc(F)cc1)C2. The result is 1 (blocker). (5) The drug is O=c1[nH]c2ccccc2n1C1CCN(CCCOc2ccc(F)cc2)CC1. The result is 1 (blocker). (6) The compound is CC(C)S(=O)(=O)N[C@H]1CN(C)C[C@@H]1c1ccc(-c2cccnc2F)cc1. The result is 1 (blocker). (7) The molecule is O=C(c1ccc(-c2ccc3c(c2)CCN(CCN2CCCC2)C3=O)cc1)N1CCCC1. The result is 1 (blocker).